From a dataset of Catalyst prediction with 721,799 reactions and 888 catalyst types from USPTO. Predict which catalyst facilitates the given reaction. (1) The catalyst class is: 8. Reactant: [C:1]([OH:6])(=[O:5])[C:2]([CH3:4])=[O:3].[OH-].[Na+].[Br:9][C:10]1[CH:17]=[CH:16][C:13]([CH:14]=O)=[C:12]([F:18])[CH:11]=1. Product: [Br:9][C:10]1[CH:17]=[CH:16][C:13]([CH:14]=[CH:4][C:2](=[O:3])[C:1]([OH:6])=[O:5])=[C:12]([F:18])[CH:11]=1. (2) Reactant: Br[C:2]1[N:7]=[CH:6][C:5]2[N:8]=[C:9]([C@H:15]([O:17][CH:18]3[CH2:23][CH2:22][CH2:21][CH2:20][O:19]3)[CH3:16])[N:10]([C@@H:11]([CH2:13][CH3:14])[CH3:12])[C:4]=2[CH:3]=1.[CH2:24]([S:26]([N:29]1[CH:33]=[C:32]([C:34]2[N:39]=[C:38]([NH2:40])[CH:37]=[CH:36][N:35]=2)[CH:31]=[N:30]1)(=[O:28])=[O:27])[CH3:25].C1(P(C2C=CC=CC=2)C2C3OC4C(=CC=CC=4P(C4C=CC=CC=4)C4C=CC=CC=4)C(C)(C)C=3C=CC=2)C=CC=CC=1.C(=O)([O-])[O-].[Cs+].[Cs+]. Product: [C@H:11]([N:10]1[C:4]2[CH:3]=[C:2]([NH:40][C:38]3[CH:37]=[CH:36][N:35]=[C:34]([C:32]4[CH:31]=[N:30][N:29]([S:26]([CH2:24][CH3:25])(=[O:28])=[O:27])[CH:33]=4)[N:39]=3)[N:7]=[CH:6][C:5]=2[N:8]=[C:9]1[C@H:15]([O:17][CH:18]1[CH2:23][CH2:22][CH2:21][CH2:20][O:19]1)[CH3:16])([CH2:13][CH3:14])[CH3:12]. The catalyst class is: 102. (3) Reactant: C([O:5][C:6](=[O:43])[CH2:7][N:8]1[C:14]2[CH:15]=[CH:16][CH:17]=[CH:18][C:13]=2[CH2:12][CH2:11][C@H:10]([NH:19][C:20]([C:22]2([CH2:27][C@@H:28]([CH2:34][C:35]([NH:37][CH2:38][CH2:39][CH2:40][OH:41])=[O:36])[C:29]([O:31]CC)=[O:30])[CH2:26][CH2:25][CH2:24][CH2:23]2)=[O:21])[C:9]1=[O:42])(C)(C)C.[OH-].[Na+]. Product: [C:6]([CH2:7][N:8]1[C:14]2[CH:15]=[CH:16][CH:17]=[CH:18][C:13]=2[CH2:12][CH2:11][C@H:10]([NH:19][C:20]([C:22]2([CH2:27][CH:28]([CH2:34][C:35]([NH:37][CH2:38][CH2:39][CH2:40][OH:41])=[O:36])[C:29]([OH:31])=[O:30])[CH2:26][CH2:25][CH2:24][CH2:23]2)=[O:21])[C:9]1=[O:42])([OH:43])=[O:5]. The catalyst class is: 97. (4) Reactant: [CH3:1][O:2][C:3]1[CH:4]=[C:5]([CH2:12][C:13]([O:15][C:16]([CH3:19])([CH3:18])[CH3:17])=[O:14])[CH:6]=[CH:7][C:8]=1[N+:9]([O-])=O. Product: [NH2:9][C:8]1[CH:7]=[CH:6][C:5]([CH2:12][C:13]([O:15][C:16]([CH3:17])([CH3:19])[CH3:18])=[O:14])=[CH:4][C:3]=1[O:2][CH3:1]. The catalyst class is: 407. (5) Reactant: C(OC([N:8]1[C:16]2[C:11](=[CH:12][CH:13]=[CH:14][CH:15]=2)[CH:10]=[C:9]1[C:17]1[N:22]=[C:21]([NH:23][C:24]2[CH:32]=[CH:31][C:27]([C:28](O)=[O:29])=[CH:26][C:25]=2[O:33][CH3:34])[CH:20]=[N:19][CH:18]=1)=O)(C)(C)C.[N:35]1([CH2:41][CH2:42][OH:43])[CH2:40][CH2:39][NH:38][CH2:37][CH2:36]1.CN(C(ON1N=NC2C=CC=CC1=2)=[N+](C)C)C.[B-](F)(F)(F)F. Product: [NH:8]1[C:16]2[C:11](=[CH:12][CH:13]=[CH:14][CH:15]=2)[CH:10]=[C:9]1[C:17]1[N:22]=[C:21]([NH:23][C:24]2[CH:32]=[CH:31][C:27]([C:28]([N:38]3[CH2:39][CH2:40][N:35]([CH2:41][CH2:42][OH:43])[CH2:36][CH2:37]3)=[O:29])=[CH:26][C:25]=2[O:33][CH3:34])[CH:20]=[N:19][CH:18]=1. The catalyst class is: 3. (6) Reactant: [Cl:1][C:2]1[CH:3]=[C:4]([NH:16][C:17]2[N:22]=[CH:21][N:20]=[C:19]3[NH:23][N:24]=[C:25]([O:26][CH2:27][CH2:28][NH:29][CH2:30][CH2:31][OH:32])[C:18]=23)[CH:5]=[CH:6][C:7]=1[O:8][CH2:9][C:10]1[CH:15]=[CH:14][CH:13]=[CH:12][N:11]=1.[C:33](OC(=O)C)(=[O:35])[CH3:34].O. Product: [Cl:1][C:2]1[CH:3]=[C:4]([NH:16][C:17]2[N:22]=[CH:21][N:20]=[C:19]3[NH:23][N:24]=[C:25]([O:26][CH2:27][CH2:28][N:29]([CH2:30][CH2:31][OH:32])[C:33](=[O:35])[CH3:34])[C:18]=23)[CH:5]=[CH:6][C:7]=1[O:8][CH2:9][C:10]1[CH:15]=[CH:14][CH:13]=[CH:12][N:11]=1. The catalyst class is: 44. (7) Reactant: [CH3:1][C:2]1[N:7]2N=N[N:10]=[C:6]2[C:5]2[N:11]=[C:12]([CH2:29][CH2:30][CH3:31])[N:13]([CH2:14][CH2:15][CH2:16][O:17][N:18]3C(=O)C4C(=CC=CC=4)C3=O)[C:4]=2[C:3]=1[CH3:32].C1(P(C2C=CC=CC=2)C2C=CC=CC=2)C=CC=CC=1. Product: [NH2:18][O:17][CH2:16][CH2:15][CH2:14][N:13]1[C:4]2[C:3]([CH3:32])=[C:2]([CH3:1])[N:7]=[C:6]([NH2:10])[C:5]=2[N:11]=[C:12]1[CH2:29][CH2:30][CH3:31]. The catalyst class is: 262.